This data is from Full USPTO retrosynthesis dataset with 1.9M reactions from patents (1976-2016). The task is: Predict the reactants needed to synthesize the given product. (1) The reactants are: [BH4-].[Na+].[Br:3][C:4]1[CH:5]=[N:6][C:7]([NH:10][C:11]2[CH:16]=[CH:15][C:14]([C:17](=[O:22])[C:18]([F:21])([F:20])[F:19])=[CH:13][CH:12]=2)=[N:8][CH:9]=1. Given the product [Br:3][C:4]1[CH:9]=[N:8][C:7]([NH:10][C:11]2[CH:12]=[CH:13][C:14]([CH:17]([OH:22])[C:18]([F:20])([F:19])[F:21])=[CH:15][CH:16]=2)=[N:6][CH:5]=1, predict the reactants needed to synthesize it. (2) Given the product [CH2:1]([O:8][CH2:9][CH:10]([O:12][C:13]1[C:14]2[B:21]([OH:22])[O:25][CH:24]([C:27]#[N:31])[C:15]=2[CH:18]=[CH:19][CH:20]=1)[CH3:11])[C:2]1[CH:3]=[CH:4][CH:5]=[CH:6][CH:7]=1, predict the reactants needed to synthesize it. The reactants are: [CH2:1]([O:8][CH2:9][CH:10]([O:12][C:13]1[C:14]([B:21]2[O:25][C:24]([CH3:27])(C)C(C)(C)[O:22]2)=[C:15]([CH:18]=[CH:19][CH:20]=1)C=O)[CH3:11])[C:2]1[CH:7]=[CH:6][CH:5]=[CH:4][CH:3]=1.[C-]#[N:31].[Na+].Cl. (3) Given the product [Br:1][C:2]1[C:3]([N:22]([CH3:32])[S:23]([C:26]2[CH:27]=[CH:28][CH:29]=[CH:30][CH:31]=2)(=[O:24])=[O:25])=[CH:4][C:5]2[O:9][C:8]([C:10]3[CH:15]=[CH:14][C:13]([F:16])=[CH:12][CH:11]=3)=[C:7]([C:17]([OH:19])=[O:18])[C:6]=2[CH:21]=1, predict the reactants needed to synthesize it. The reactants are: [Br:1][C:2]1[C:3]([N:22]([CH3:32])[S:23]([C:26]2[CH:31]=[CH:30][CH:29]=[CH:28][CH:27]=2)(=[O:25])=[O:24])=[CH:4][C:5]2[O:9][C:8]([C:10]3[CH:15]=[CH:14][C:13]([F:16])=[CH:12][CH:11]=3)=[C:7]([C:17]([O:19]C)=[O:18])[C:6]=2[CH:21]=1.O[Li].O.Cl. (4) Given the product [C:9](=[O:10])([O:11][C:12]1[CH:13]=[CH:14][C:15]([N+:18]([O-:20])=[O:19])=[CH:16][CH:17]=1)[O:49][CH:46]1[CH2:47][CH2:48][CH:44]([N:28]2[C:24]3[N:25]=[CH:26][N:27]=[C:22]([NH2:21])[C:23]=3[C:30]([C:31]3[CH:32]=[CH:33][C:34]([O:37][C:38]4[CH:43]=[CH:42][CH:41]=[CH:40][CH:39]=4)=[CH:35][CH:36]=3)=[CH:29]2)[CH2:45]1, predict the reactants needed to synthesize it. The reactants are: CN1CCOCC1.Cl[C:9]([O:11][C:12]1[CH:17]=[CH:16][C:15]([N+:18]([O-:20])=[O:19])=[CH:14][CH:13]=1)=[O:10].[NH2:21][C:22]1[C:23]2[C:30]([C:31]3[CH:36]=[CH:35][C:34]([O:37][C:38]4[CH:43]=[CH:42][CH:41]=[CH:40][CH:39]=4)=[CH:33][CH:32]=3)=[CH:29][N:28]([CH:44]3[CH2:48][CH2:47][CH:46]([OH:49])[CH2:45]3)[C:24]=2[N:25]=[CH:26][N:27]=1. (5) Given the product [CH3:19][C:20]1[C:21]([N:27]2[CH2:28][CH2:29][N:30]([C:12]([C:11]3[CH:10]=[N:9][C:8]([CH2:7][N:3]4[CH2:4][CH2:5][CH2:6][S:2]4(=[O:1])=[O:18])=[CH:17][CH:16]=3)=[O:14])[CH2:31][CH2:32]2)=[N:22][CH:23]=[C:24]([CH3:26])[CH:25]=1, predict the reactants needed to synthesize it. The reactants are: [O:1]=[S:2]1(=[O:18])[CH2:6][CH2:5][CH2:4][N:3]1[CH2:7][C:8]1[CH:17]=[CH:16][C:11]([C:12]([O:14]C)=O)=[CH:10][N:9]=1.[CH3:19][C:20]1[C:21]([N:27]2[CH2:32][CH2:31][NH:30][CH2:29][CH2:28]2)=[N:22][CH:23]=[C:24]([CH3:26])[CH:25]=1. (6) Given the product [Cl:2][C:3]1[C:4]([OH:32])=[CH:5][C:6]([OH:28])=[C:7]([CH:27]=1)[C:8]([N:10]1[CH2:14][CH2:13][CH2:12][CH:11]1[C:15]1[CH:16]=[C:17]([CH:23]=[CH:24][C:25]=1[CH3:26])[C:18]([NH:20][CH2:21][CH3:22])=[O:19])=[O:9], predict the reactants needed to synthesize it. The reactants are: Cl.[Cl:2][C:3]1[C:4]([O:32]COC)=[CH:5][C:6]([O:28]COC)=[C:7]([CH:27]=1)[C:8]([N:10]1[CH2:14][CH2:13][CH2:12][CH:11]1[C:15]1[CH:16]=[C:17]([CH:23]=[CH:24][C:25]=1[CH3:26])[C:18]([NH:20][CH2:21][CH3:22])=[O:19])=[O:9].C([O-])(O)=O.[Na+]. (7) Given the product [C:17]1([C:25]2[CH:26]=[CH:27][CH:28]=[CH:29][CH:30]=2)[CH:22]=[CH:21][CH:20]=[CH:19][C:18]=1[CH2:23][N:14]1[CH2:13][CH2:12][N:11]([C:5]2[CH:6]=[CH:7][C:8]([O:9][CH3:10])=[C:3]([O:2][CH3:1])[CH:4]=2)[CH2:16][CH2:15]1, predict the reactants needed to synthesize it. The reactants are: [CH3:1][O:2][C:3]1[CH:4]=[C:5]([N:11]2[CH2:16][CH2:15][NH:14][CH2:13][CH2:12]2)[CH:6]=[CH:7][C:8]=1[O:9][CH3:10].[C:17]1([C:25]2[CH:30]=[CH:29][CH:28]=[CH:27][CH:26]=2)[C:18]([CH:23]=O)=[CH:19][CH:20]=[CH:21][CH:22]=1.[BH-](OC(C)=O)(OC(C)=O)OC(C)=O.[Na+].C1(C2C=CC=CC=2)C=CC=CC=1CN1CCN(C2C=CC=CC=2)CC1. (8) Given the product [CH3:13][C:11]1[NH:8][N:7]([C:1]2[CH:6]=[CH:5][CH:4]=[CH:3][CH:2]=2)[C:9](=[O:14])[CH:10]=1, predict the reactants needed to synthesize it. The reactants are: [C:1]1([NH:7][NH2:8])[CH:6]=[CH:5][CH:4]=[CH:3][CH:2]=1.[C:9](OCC)(=[O:14])[CH2:10][C:11]([CH3:13])=O. (9) The reactants are: [C:1]([N:4]1[CH2:9][CH2:8][CH:7]([N:10]([C:19]2[C:24]([Br:25])=[CH:23][N:22]=[C:21]([C:26]#[N:27])[N:20]=2)[NH:11]C(OC(C)(C)C)=O)[CH2:6][CH2:5]1)(=[O:3])[CH3:2].C1(C)C=CC(S(O)(=O)=O)=CC=1. Given the product [C:1]([N:4]1[CH2:5][CH2:6][CH:7]([N:10]([C:19]2[C:24]([Br:25])=[CH:23][N:22]=[C:21]([C:26]#[N:27])[N:20]=2)[NH2:11])[CH2:8][CH2:9]1)(=[O:3])[CH3:2], predict the reactants needed to synthesize it.